Dataset: Reaction yield outcomes from USPTO patents with 853,638 reactions. Task: Predict the reaction yield, written as a fraction of the theoretical maximum amount of product (1.0 means a 100% yield; for example, 0.34 means a 34% yield). (1) The reactants are [C:1]([O:9][CH2:10][C@@H:11]1[C@@:15]([O:17][C:18](=[O:20])[CH3:19])([CH3:16])[C@:14]([F:22])([CH3:21])[CH:13]([N:23]2[CH:31]=[N:30][C:29]3[C:24]2=[N:25][CH:26]=[N:27][C:28]=3Cl)[O:12]1)(=[O:8])[C:2]1[CH:7]=[CH:6][CH:5]=[CH:4][CH:3]=1.[CH:33]1([NH2:37])[CH2:36][CH2:35][CH2:34]1.O. The catalyst is C(O)C. The product is [C:1]([O:9][CH2:10][C@@H:11]1[C@@:15]([O:17][C:18](=[O:20])[CH3:19])([CH3:16])[C@:14]([F:22])([CH3:21])[CH:13]([N:23]2[CH:31]=[N:30][C:29]3[C:24]2=[N:25][CH:26]=[N:27][C:28]=3[NH:37][CH:33]2[CH2:36][CH2:35][CH2:34]2)[O:12]1)(=[O:8])[C:2]1[CH:7]=[CH:6][CH:5]=[CH:4][CH:3]=1. The yield is 0.465. (2) The reactants are [C:1]1([CH2:7][C:8]([C:21]2[CH:26]=[CH:25][CH:24]=[C:23]([O:27][C:28]([F:31])([F:30])[F:29])[CH:22]=2)([C:10]2[CH:15]=[CH:14][CH:13]=[C:12]([O:16][C:17]([F:20])([F:19])[F:18])[CH:11]=2)[NH2:9])[CH:6]=[CH:5][CH:4]=[CH:3][CH:2]=1.C([O-])([O-])=O.[K+].[K+].[C:38](Cl)(=[O:44])[O:39][CH2:40][CH2:41][O:42][CH3:43]. The catalyst is C1COCC1. The product is [C:1]1([CH2:7][C:8]([NH:9][C:38](=[O:44])[O:39][CH2:40][CH2:41][O:42][CH3:43])([C:10]2[CH:15]=[CH:14][CH:13]=[C:12]([O:16][C:17]([F:20])([F:19])[F:18])[CH:11]=2)[C:21]2[CH:26]=[CH:25][CH:24]=[C:23]([O:27][C:28]([F:29])([F:30])[F:31])[CH:22]=2)[CH:6]=[CH:5][CH:4]=[CH:3][CH:2]=1. The yield is 0.510. (3) The reactants are [CH:1]([C:4]1[CH:9]=[CH:8][CH:7]=[C:6]([CH:10]([CH3:12])[CH3:11])[C:5]=1[OH:13])([CH3:3])[CH3:2].[OH-].[Na+].Br[CH2:17][Cl:18]. The catalyst is C1COCC1. The product is [Cl:18][CH2:17][O:13][C:5]1[C:4]([CH:1]([CH3:3])[CH3:2])=[CH:9][CH:8]=[CH:7][C:6]=1[CH:10]([CH3:12])[CH3:11]. The yield is 0.750. (4) The reactants are Cl[C:2]1[C:11]2[C:6](=[CH:7][C:8]([O:14][CH3:15])=[C:9]([O:12][CH3:13])[CH:10]=2)[N:5]=[CH:4][CH:3]=1.[Cl:16][C:17]1[CH:18]=[N:19][CH:20]=[C:21]([OH:23])[CH:22]=1.O. The catalyst is CN(C)C1C=CN=CC=1.ClC1C=CC=CC=1Cl. The product is [Cl:16][C:17]1[CH:22]=[C:21]([O:23][C:2]2[C:11]3[C:6](=[CH:7][C:8]([O:14][CH3:15])=[C:9]([O:12][CH3:13])[CH:10]=3)[N:5]=[CH:4][CH:3]=2)[CH:20]=[N:19][CH:18]=1. The yield is 0.810. (5) The reactants are [CH:1]([N:4]1[CH2:9][CH2:8][N:7]([C:10]2[CH:15]=[CH:14][C:13]([N+:16]([O-])=O)=[CH:12][N:11]=2)[CH2:6][CH2:5]1)([CH3:3])[CH3:2].O.O.[Sn](Cl)Cl.Cl. The catalyst is CO. The product is [CH:1]([N:4]1[CH2:5][CH2:6][N:7]([C:10]2[N:11]=[CH:12][C:13]([NH2:16])=[CH:14][CH:15]=2)[CH2:8][CH2:9]1)([CH3:3])[CH3:2]. The yield is 0.860.